This data is from Full USPTO retrosynthesis dataset with 1.9M reactions from patents (1976-2016). The task is: Predict the reactants needed to synthesize the given product. Given the product [NH:1]1[C:5]2[CH:6]=[CH:7][C:8]([N:10]3[CH:19]([C:33]4[CH:34]=[CH:35][C:36]([N:39]5[CH2:44][CH2:43][O:42][CH2:41][CH2:40]5)=[CH:37][CH:38]=4)[C:20](=[O:32])[CH:13]([C:14]([O:16][CH2:17][CH3:18])=[O:15])[C:11]3=[O:12])=[CH:9][C:4]=2[N:3]=[CH:2]1, predict the reactants needed to synthesize it. The reactants are: [NH:1]1[C:5]2[CH:6]=[CH:7][C:8]([N:10]([CH:19]([C:33]3[CH:38]=[CH:37][C:36]([N:39]4[CH2:44][CH2:43][O:42][CH2:41][CH2:40]4)=[CH:35][CH:34]=3)[C:20](=[O:32])NCC(OC(OC)=O)(CC)C)[C:11]([CH2:13][C:14]([O:16][CH2:17][CH3:18])=[O:15])=[O:12])=[CH:9][C:4]=2[N:3]=[CH:2]1.CC(C)([O-])C.[K+].